The task is: Predict the reaction yield, written as a fraction of the theoretical maximum amount of product (1.0 means a 100% yield; for example, 0.34 means a 34% yield).. This data is from Reaction yield outcomes from USPTO patents with 853,638 reactions. The reactants are [C:1]1([CH:11]=O)[C:10]2[C:5](=[CH:6][CH:7]=[CH:8][CH:9]=2)[CH:4]=[CH:3][CH:2]=1.[Cl:13]C(Cl)C(OC)=O.C[C:21](C)([O-:23])C.[K+].[OH2:26].[C:27]([OH:31])([CH3:30])(C)C. The catalyst is CCCCCC.C(OCC)(=O)C. The product is [Cl:13][CH:11]([C:1]1[C:10]2[C:5](=[CH:6][CH:7]=[CH:8][CH:9]=2)[CH:4]=[CH:3][CH:2]=1)[C:27](=[O:31])[C:30]([O:23][CH3:21])=[O:26]. The yield is 0.190.